The task is: Predict the product of the given reaction.. This data is from Forward reaction prediction with 1.9M reactions from USPTO patents (1976-2016). (1) Given the reactants [NH2:1][C:2]1[N:6]([CH:7]2[CH2:13][O:12][CH2:11][CH2:10][NH:9][CH2:8]2)[N:5]=[C:4]([C:14]2[CH:19]=[CH:18][C:17]([O:20][C:21]3[CH:26]=[CH:25][CH:24]=[CH:23][CH:22]=3)=[CH:16][CH:15]=2)[C:3]=1[C:27]#[N:28].NC1N(C2CCCNC2)N=C(C2C=CC([O:47]C3C=CC=CC=3)=CC=2)C=1C(N)=O, predict the reaction product. The product is: [NH2:1][C:2]1[N:6]([CH:7]2[CH2:13][O:12][CH2:11][CH2:10][NH:9][CH2:8]2)[N:5]=[C:4]([C:14]2[CH:15]=[CH:16][C:17]([O:20][C:21]3[CH:26]=[CH:25][CH:24]=[CH:23][CH:22]=3)=[CH:18][CH:19]=2)[C:3]=1[C:27]([NH2:28])=[O:47]. (2) The product is: [Cl:15][C:13]1[CH:12]=[C:11]2[C:7]([CH2:8][C:9](=[O:14])[NH:10]2)=[CH:6][C:5]=1[C:3](=[O:4])[CH2:2][S:58][CH2:59][CH2:60][C:61]([OH:63])=[O:62]. Given the reactants Cl[CH2:2][C:3]([C:5]1[CH:6]=[C:7]2[C:11](=[CH:12][CH:13]=1)[NH:10][C:9](=[O:14])[CH2:8]2)=[O:4].[Cl:15]CC(C1C=C2C(=CC=1Cl)NC(=O)C2)=O.ClCC(C1C=CC2NC(=O)OC=2C=1)=O.BrCC(C1C=CC2NC(=O)SC=2C=1)=O.[SH:58][CH2:59][CH2:60][C:61]([OH:63])=[O:62].SCCCCCCO.C(S)CCC.C(O)(=O)CS, predict the reaction product. (3) Given the reactants [CH:1]([Si:4]([CH:7]([CH3:9])[CH3:8])([OH:6])[OH:5])([CH3:3])[CH3:2].[CH3:10][Si:11]([O:16][CH3:17])([O:14][CH3:15])OC, predict the reaction product. The product is: [CH3:17][O:16][Si:11]([O:14][CH3:15])([CH3:10])[O:5][Si:4]([CH:7]([CH3:9])[CH3:8])([CH:1]([CH3:3])[CH3:2])[O:6][Si:11]([O:16][CH3:17])([O:14][CH3:15])[CH3:10]. (4) Given the reactants [NH2:1][C:2]1[C:11]2[N:10]=[CH:9][C:8](=[O:12])[NH:7][C:6]=2[N:5]=[C:4](S(CC2C=CC=CC=2)(=O)=O)[N:3]=1.[Cl:23][C:24]1[CH:25]=[C:26]([CH2:32][SH:33])[CH:27]=[CH:28][C:29]=1[O:30][CH3:31], predict the reaction product. The product is: [NH2:1][C:2]1[C:11]2[N:10]=[CH:9][C:8](=[O:12])[NH:7][C:6]=2[N:5]=[C:4]([S:33][CH2:32][C:26]2[CH:27]=[CH:28][C:29]([O:30][CH3:31])=[C:24]([Cl:23])[CH:25]=2)[N:3]=1. (5) Given the reactants C(OC([NH:8][CH2:9][C:10](O)=[O:11])=O)(C)(C)C.CN1CCOCC1.[Cl:20]C(OCC(C)C)=O.[NH:28]1[CH2:32][CH2:31][CH2:30][CH2:29]1, predict the reaction product. The product is: [ClH:20].[NH2:8][CH2:9][C:10]([N:28]1[CH2:32][CH2:31][CH2:30][CH2:29]1)=[O:11]. (6) Given the reactants [CH3:1][C:2]([CH3:4])=O.[CH3:5][O:6][C:7]1[CH:8]=[C:9]([C@@:15]23[CH2:23][CH2:22][C@@H:21]([NH:24]C(=O)OC(C)(C)C)[CH2:20][C@@H:19]2[NH:18][CH2:17][CH2:16]3)[CH:10]=[CH:11][C:12]=1[O:13][CH3:14].[BH3-]C#N.[Na+], predict the reaction product. The product is: [CH3:5][O:6][C:7]1[CH:8]=[C:9]([C@@:15]23[CH2:23][CH2:22][C@@H:21]([NH2:24])[CH2:20][C@@H:19]2[N:18]([CH:2]([CH3:4])[CH3:1])[CH2:17][CH2:16]3)[CH:10]=[CH:11][C:12]=1[O:13][CH3:14].